This data is from Forward reaction prediction with 1.9M reactions from USPTO patents (1976-2016). The task is: Predict the product of the given reaction. (1) Given the reactants [F:1][C:2]1[CH:7]=[C:6]([F:8])[C:5]([F:9])=[CH:4][C:3]=1[C@@H:10]1[C@@H:15]([NH:16]C(=O)OC(C)(C)C)[CH2:14][C@@H:13]([N:24]2[CH2:31][C:30]3[C:26](=[N:27][N:28]([S:32]([CH3:35])(=[O:34])=[O:33])[CH:29]=3)[CH2:25]2)[CH2:12][O:11]1.FC(F)(F)C(O)=O, predict the reaction product. The product is: [F:1][C:2]1[CH:7]=[C:6]([F:8])[C:5]([F:9])=[CH:4][C:3]=1[C@@H:10]1[C@@H:15]([NH2:16])[CH2:14][C@@H:13]([N:24]2[CH2:31][C:30]3[C:26](=[N:27][N:28]([S:32]([CH3:35])(=[O:34])=[O:33])[CH:29]=3)[CH2:25]2)[CH2:12][O:11]1. (2) Given the reactants [Br:1][C:2]1[CH:14]=[CH:13][C:12]2[C:11]3[C:6](=[CH:7][C:8]([Br:15])=[CH:9][CH:10]=3)C[C:4]=2[CH:3]=1.[OH-].[K+].[CH3:18]I.C(O[CH2:24][CH3:25])(=O)C, predict the reaction product. The product is: [Br:1][C:2]1[CH:3]=[CH:4][C:12]2[C:11]3[C:6](=[CH:7][C:8]([Br:15])=[CH:9][CH:10]=3)[C:24]([CH3:25])([CH3:18])[C:13]=2[CH:14]=1. (3) Given the reactants [Cl:1][C:2]1[CH:3]=[C:4]2[C:9](=[CH:10][C:11]=1[C:12]([N:14]1[CH2:18][CH2:17][CH2:16][CH2:15]1)=[O:13])[N:8]=[CH:7][N:6]=[C:5]2[NH:19][CH:20]([C:26]1[N:30](C(OC(C)(C)C)=O)[C:29]2[CH:38]=[CH:39][C:40]([Cl:42])=[CH:41][C:28]=2[N:27]=1)[CH2:21][CH2:22][C:23]([OH:25])=O.[NH:43]1[CH2:48][CH2:47][S:46](=[O:49])[CH2:45][CH2:44]1.CN(C(ON1N=NC2C=CC=CC1=2)=[N+](C)C)C.[B-](F)(F)(F)F.FC(F)(F)C(O)=O, predict the reaction product. The product is: [Cl:1][C:2]1[CH:3]=[C:4]2[C:9](=[CH:10][C:11]=1[C:12]([N:14]1[CH2:18][CH2:17][CH2:16][CH2:15]1)=[O:13])[N:8]=[CH:7][N:6]=[C:5]2[NH:19][CH:20]([C:26]1[NH:30][C:29]2[CH:38]=[CH:39][C:40]([Cl:42])=[CH:41][C:28]=2[N:27]=1)[CH2:21][CH2:22][C:23]([N:43]1[CH2:48][CH2:47][S:46](=[O:49])[CH2:45][CH2:44]1)=[O:25]. (4) The product is: [CH:18]1([NH:1][C:2]2[S:3][C:4]([C:12]3[CH:17]=[CH:16][CH:15]=[CH:14][CH:13]=3)=[CH:5][C:6]=2[C:7]([O:9][CH2:10][CH3:11])=[O:8])[CH2:23][CH2:22][CH2:21][CH2:20][CH2:19]1. Given the reactants [NH2:1][C:2]1[S:3][C:4]([C:12]2[CH:17]=[CH:16][CH:15]=[CH:14][CH:13]=2)=[CH:5][C:6]=1[C:7]([O:9][CH2:10][CH3:11])=[O:8].[C:18]1(=O)[CH2:23][CH2:22][CH2:21][CH2:20][CH2:19]1, predict the reaction product.